This data is from Catalyst prediction with 721,799 reactions and 888 catalyst types from USPTO. The task is: Predict which catalyst facilitates the given reaction. (1) Reactant: C([O:8][CH:9]1[CH:13]2[CH2:14][CH2:15][CH:10]1[CH:11]([N:16]([CH3:18])[CH3:17])[CH2:12]2)C1C=CC=CC=1.S(=O)(=O)(O)O. Product: [CH3:17][N:16]([CH3:18])[CH:11]1[CH2:12][CH:13]2[CH:9]([OH:8])[CH:10]1[CH2:15][CH2:14]2. The catalyst class is: 105. (2) Reactant: [F:1][C:2]1[CH:7]=[CH:6][C:5]([C@H:8]([CH2:28][CH2:29]N2CC(N3CCC(O)CC3)C2)[CH2:9][N:10]([CH3:27])[C:11](=[O:26])[C:12]2[CH:17]=[C:16](C(F)(F)F)[CH:15]=[C:14](C(F)(F)F)[CH:13]=2)=[CH:4][CH:3]=1.[ClH:41].[ClH:42].[NH:43]1[CH2:46][CH:45]([N:47]2[CH2:52][CH2:51][O:50][CH2:49][CH2:48]2)[CH2:44]1.CCN(C(C)C)C(C)C.C(O[BH-](OC(=O)C)OC(=O)C)(=O)C.[Na+]. Product: [Cl:41][C:14]1[CH:13]=[C:12]([CH:17]=[C:16]([Cl:42])[CH:15]=1)[C:11]([N:10]([CH2:9][C@H:8]([C:5]1[CH:6]=[CH:7][C:2]([F:1])=[CH:3][CH:4]=1)[CH2:28][CH2:29][N:43]1[CH2:46][CH:45]([N:47]2[CH2:52][CH2:51][O:50][CH2:49][CH2:48]2)[CH2:44]1)[CH3:27])=[O:26]. The catalyst class is: 322. (3) Reactant: [O:1]1[CH2:6][CH2:5][CH:4]([NH2:7])[CH2:3][CH2:2]1.Cl[C:9]1[N:16]=[C:15]([C:17]([F:20])([F:19])[F:18])[CH:14]=[CH:13][C:10]=1[C:11]#[N:12].C(O)C. Product: [O:1]1[CH2:6][CH2:5][CH:4]([NH:7][C:9]2[N:16]=[C:15]([C:17]([F:20])([F:18])[F:19])[CH:14]=[CH:13][C:10]=2[C:11]#[N:12])[CH2:3][CH2:2]1. The catalyst class is: 13. (4) Reactant: C([O:5][C:6](=[O:33])[C@@H:7]([NH:25]C(OC(C)(C)C)=O)[CH2:8][C@H:9]([CH2:17][C:18]1[CH:23]=[CH:22][C:21]([I:24])=[CH:20][CH:19]=1)[C:10]([O:12]C(C)(C)C)=[O:11])(C)(C)C. Product: [NH2:25][C@@H:7]([CH2:8][C@H:9]([CH2:17][C:18]1[CH:19]=[CH:20][C:21]([I:24])=[CH:22][CH:23]=1)[C:10]([OH:12])=[O:11])[C:6]([OH:33])=[O:5]. The catalyst class is: 55. (5) The catalyst class is: 10. Reactant: [CH3:1][CH2:2][C:3]([C:6]([O:8][C@@H:9]1[C@@H:14]2[C@@H:15]([CH2:20][CH2:21][C@@H:22](O)[CH2:23][C@@H:24]([OH:29])[CH2:25][C:26]([O-:28])=[O:27])[C@@H:16]([CH3:19])[CH:17]=[CH:18][C:13]2=[CH:12][C@H:11]([CH3:31])[CH2:10]1)=O)([CH3:5])[CH3:4].[NH4+].S([O-])(O)(=O)=O.[K+].[OH2:39]. Product: [CH3:1][CH2:2][C:3]([C:6]([O:8][C@@H:9]1[C@@H:14]2[C@@H:15]([CH2:20][CH2:21][C@H:22]3[O:28][C:26](=[O:27])[CH2:25][C@H:24]([OH:29])[CH2:23]3)[C@@H:16]([CH3:19])[CH:17]=[CH:18][C:13]2=[CH:12][C@H:11]([CH3:31])[CH2:10]1)=[O:39])([CH3:4])[CH3:5]. (6) Reactant: [CH3:1][O:2][C:3]1[CH:8]=[CH:7][C:6]([CH:9]([NH2:13])[CH2:10][CH2:11][CH3:12])=[CH:5][CH:4]=1.Cl.COC1C=CC(C(N)CCC)=CC=1.[CH:28]1[N:33]=[C:32](Cl)[C:31]2[N:35]=[CH:36][N:37]([C@@H:38]3[O:42][C@H:41]([CH2:43][OH:44])[C@@H:40]([OH:45])[C@H:39]3[OH:46])[C:30]=2[N:29]=1.C(N(CC)CC)C. Product: [CH3:1][O:2][C:3]1[CH:8]=[CH:7][C:6]([CH:9]([NH:13][C:32]2[C:31]3[N:35]=[CH:36][N:37]([C:30]=3[N:29]=[CH:28][N:33]=2)[C@@H:38]2[O:42][C@H:41]([CH2:43][OH:44])[C@@H:40]([OH:45])[C@H:39]2[OH:46])[CH2:10][CH2:11][CH3:12])=[CH:5][CH:4]=1. The catalyst class is: 259. (7) Reactant: [N:1]1[CH:6]=[CH:5][CH:4]=[CH:3][C:2]=1[CH2:7][NH:8][C:9]1[CH:15]=[CH:14][C:13]([C:16]2[O:17][C:18]3[CH:24]=[CH:23][CH:22]=[CH:21][C:19]=3[N:20]=2)=[CH:12][C:10]=1[NH2:11].Cl.[C:26](=N)(OC)[CH3:27].C(=O)([O-])O.[Na+]. Product: [O:17]1[C:18]2[CH:24]=[CH:23][CH:22]=[CH:21][C:19]=2[N:20]=[C:16]1[C:13]1[CH:14]=[CH:15][C:9]2[N:8]([CH2:7][C:2]3[CH:3]=[CH:4][CH:5]=[CH:6][N:1]=3)[C:26]([CH3:27])=[N:11][C:10]=2[CH:12]=1. The catalyst class is: 5. (8) Reactant: [CH3:1][CH2:2]/[C:3](/[C:7]1[C:12]2[N:13]([CH3:17])[C:14](=[O:16])[NH:15][C:11]=2[CH:10]=[CH:9][N:8]=1)=[CH:4]\[CH2:5][CH3:6]. Product: [CH3:1][CH2:2][CH:3]([C:7]1[C:12]2[N:13]([CH3:17])[C:14](=[O:16])[NH:15][C:11]=2[CH:10]=[CH:9][N:8]=1)[CH2:4][CH2:5][CH3:6]. The catalyst class is: 29. (9) Product: [Cl:20][C:14]1[CH:15]=[C:16]([Cl:19])[CH:17]=[CH:18][C:13]=1[C:9]1[NH:8][C:7](=[O:6])[N:23]2[N:22]=[C:24]([CH:26]3[CH2:31][CH2:30][N:29]([C:32]([O:34][C:35]([CH3:38])([CH3:37])[CH3:36])=[O:33])[CH2:28][CH2:27]3)[N:12]=[C:11]2[CH:10]=1. Reactant: [Cl-].[Ca+2].[Cl-].C([O:6][C:7](=O)[NH:8][C:9]([C:13]1[CH:18]=[CH:17][C:16]([Cl:19])=[CH:15][C:14]=1[Cl:20])=[CH:10][C:11]#[N:12])C.[NH:22]([C:24]([CH:26]1[CH2:31][CH2:30][N:29]([C:32]([O:34][C:35]([CH3:38])([CH3:37])[CH3:36])=[O:33])[CH2:28][CH2:27]1)=O)[NH2:23].O. The catalyst class is: 60.